From a dataset of Reaction yield outcomes from USPTO patents with 853,638 reactions. Predict the reaction yield, written as a fraction of the theoretical maximum amount of product (1.0 means a 100% yield; for example, 0.34 means a 34% yield). (1) The reactants are Cl[C:2]1[CH:7]=[C:6]2[CH2:8][O:9][C:10]3[CH:37]=[C:36]4[C:13]([CH2:14][CH2:15][C:16]5[N:20]=[C:19]([C@@H:21]6[CH2:25][C@H:24]([CH2:26][O:27][CH3:28])[CH2:23][N:22]6[C:29]([O:31][C:32]([CH3:35])([CH3:34])[CH3:33])=[O:30])[NH:18][C:17]=54)=[CH:12][C:11]=3[C:5]2=[CH:4][CH:3]=1.[B:38]1([B:38]2[O:42][C:41]([CH3:44])([CH3:43])[C:40]([CH3:46])([CH3:45])[O:39]2)[O:42][C:41]([CH3:44])([CH3:43])[C:40]([CH3:46])([CH3:45])[O:39]1.C([O-])(=O)C.[K+]. The catalyst is O1CCOCC1.C(OCC)(=O)C. The product is [CH3:28][O:27][CH2:26][C@@H:24]1[CH2:23][N:22]([C:29]([O:31][C:32]([CH3:33])([CH3:35])[CH3:34])=[O:30])[C@H:21]([C:19]2[NH:18][C:17]3[C:36]4[C:13]([CH2:14][CH2:15][C:16]=3[N:20]=2)=[CH:12][C:11]2[C:5]3[C:6]([CH2:8][O:9][C:10]=2[CH:37]=4)=[CH:7][C:2]([B:38]2[O:42][C:41]([CH3:44])([CH3:43])[C:40]([CH3:46])([CH3:45])[O:39]2)=[CH:3][CH:4]=3)[CH2:25]1. The yield is 0.700. (2) The yield is 0.890. The reactants are [CH:1](=O)[C:2]1[CH:9]=[CH:8][C:5]([CH:6]=[O:7])=[CH:4][CH:3]=1.[CH3:11][C:12]1[CH:17]=[CH:16][CH:15]=[C:14]([CH3:18])[C:13]=1[OH:19].[OH2:20].[C:21]1([CH3:31])[CH:26]=[CH:25][C:24](S(O)(=O)=O)=[CH:23][CH:22]=1.[C:32]1(C)C(C)=CC=CC=1. No catalyst specified. The product is [OH:20][C:22]1[C:23]([CH3:32])=[CH:24][C:25]([C:4]2[C:3]([C:16]3[CH:15]=[C:14]([CH3:18])[C:13]([OH:19])=[C:12]([CH3:11])[CH:17]=3)=[C:2]([CH3:1])[CH:9]=[CH:8][C:5]=2[CH:6]=[O:7])=[CH:26][C:21]=1[CH3:31]. (3) The reactants are [O-:1][Mn](=O)(=O)=O.[K+].[CH3:7][N:8]1[C:12]([S:13][CH3:14])=[N:11][N:10]=[C:9]1[C:15]1[CH:16]=[N:17][CH:18]=[CH:19][CH:20]=1.[OH-:21].[Na+].C(Cl)(Cl)Cl. The catalyst is O.C(O)(=O)C. The product is [CH3:7][N:8]1[C:12]([S:13]([CH3:14])(=[O:1])=[O:21])=[N:11][N:10]=[C:9]1[C:15]1[CH:16]=[N:17][CH:18]=[CH:19][CH:20]=1. The yield is 0.530. (4) The reactants are [OH-].[Na+].[F:3][C:4]1[CH:5]=[C:6](/[CH:30]=[CH:31]/[C:32]([O:34]C)=[O:33])[CH:7]=[C:8]([F:29])[C:9]=1[C@@H:10]1[C:15]2[NH:16][C:17]3[C:22]([C:14]=2[CH2:13][C@@H:12]([CH3:23])[N:11]1[CH2:24][C:25]([F:28])([CH3:27])[CH3:26])=[CH:21][CH:20]=[CH:19][CH:18]=3.Cl.O=P12OP3(OP(OP(O3)(O1)=O)(=O)O2)=O. The catalyst is C1COCC1.CO.C(O)C.CC(C)=O.CCCCCCC. The product is [F:29][C:8]1[CH:7]=[C:6](/[CH:30]=[CH:31]/[C:32]([OH:34])=[O:33])[CH:5]=[C:4]([F:3])[C:9]=1[C@@H:10]1[C:15]2[NH:16][C:17]3[C:22]([C:14]=2[CH2:13][C@@H:12]([CH3:23])[N:11]1[CH2:24][C:25]([F:28])([CH3:27])[CH3:26])=[CH:21][CH:20]=[CH:19][CH:18]=3. The yield is 0.890. (5) The reactants are [OH:1][C:2]1([CH2:12][CH:13]=O)[CH2:11][CH2:10][CH2:9][C:4]2([O:8][CH2:7][CH2:6][O:5]2)[CH2:3]1.[Br:15][C:16]1[CH:21]=[CH:20][C:19]([C@@H:22]([NH2:24])[CH3:23])=[CH:18][CH:17]=1. No catalyst specified. The product is [Br:15][C:16]1[CH:21]=[CH:20][C:19]([C@@H:22]([NH:24][CH2:13][CH2:12][C:2]2([OH:1])[CH2:11][CH2:10][CH2:9][C:4]3([O:5][CH2:6][CH2:7][O:8]3)[CH2:3]2)[CH3:23])=[CH:18][CH:17]=1. The yield is 0.680. (6) The reactants are O.[OH-].[Li+].[C:4]([C:8]1[CH:13]=[CH:12][C:11]([C:14]2[C:15]([C:20]([O:22]CC)=[O:21])=[CH:16][CH:17]=[CH:18][CH:19]=2)=[CH:10][CH:9]=1)([CH3:7])([CH3:6])[CH3:5]. The product is [C:4]([C:8]1[CH:13]=[CH:12][C:11]([C:14]2[C:15]([C:20]([OH:22])=[O:21])=[CH:16][CH:17]=[CH:18][CH:19]=2)=[CH:10][CH:9]=1)([CH3:7])([CH3:5])[CH3:6]. The yield is 0.850. The catalyst is C1COCC1.O.CO. (7) The reactants are C([O:3][C:4](=[O:20])[CH2:5][CH:6]([CH2:11][P:12]([O:17][CH2:18][CH3:19])([O:14][CH2:15][CH3:16])=[O:13])[CH2:7][CH:8]([CH3:10])[CH3:9])C.Cl. The catalyst is O1CCOCC1.O. The product is [CH2:18]([O:17][P:12]([CH2:11][CH:6]([CH2:7][CH:8]([CH3:10])[CH3:9])[CH2:5][C:4]([OH:20])=[O:3])([O:14][CH2:15][CH3:16])=[O:13])[CH3:19]. The yield is 0.790.